Predict the reaction yield, written as a fraction of the theoretical maximum amount of product (1.0 means a 100% yield; for example, 0.34 means a 34% yield). From a dataset of Reaction yield outcomes from USPTO patents with 853,638 reactions. The reactants are [CH3:1][NH2:2].O=[C:4]1[CH2:9][CH2:8][CH:7]([C:10]([O:12][CH2:13][CH3:14])=[O:11])[CH2:6][CH2:5]1. The catalyst is C(OCC)C. The product is [CH3:1][N:2]1[C:10](=[O:11])[C:7]2[C:6](=[CH:5][CH:4]=[CH:9][CH:8]=2)[C:4]21[CH2:9][CH2:8][C:7]([C:10]([O:12][CH2:13][CH3:14])=[O:11])=[CH:6][CH2:5]2. The yield is 0.440.